This data is from Full USPTO retrosynthesis dataset with 1.9M reactions from patents (1976-2016). The task is: Predict the reactants needed to synthesize the given product. (1) Given the product [NH2:1][C:4]1[CH:12]=[CH:11][CH:10]=[C:9]2[C:5]=1[CH2:6][CH2:7][N:8]2[C:13]([C:15]1[N:20]=[CH:19][N:18]=[C:17]([N:21]2[CH2:22][CH2:23][CH:24]([N:27]3[C:35]4[C:30](=[N:31][CH:32]=[CH:33][CH:34]=4)[NH:29][C:28]3=[O:36])[CH2:25][CH2:26]2)[CH:16]=1)=[O:14], predict the reactants needed to synthesize it. The reactants are: [N+:1]([C:4]1[CH:12]=[CH:11][CH:10]=[C:9]2[C:5]=1[CH2:6][CH2:7][N:8]2[C:13]([C:15]1[N:20]=[CH:19][N:18]=[C:17]([N:21]2[CH2:26][CH2:25][CH:24]([N:27]3[C:35]4[C:30](=[N:31][CH:32]=[CH:33][CH:34]=4)[NH:29][C:28]3=[O:36])[CH2:23][CH2:22]2)[CH:16]=1)=[O:14])([O-])=O.CO.[H][H]. (2) The reactants are: [NH2:1][C:2]1[CH:7]=[CH:6][C:5]([N:8]2[C:12]([CH3:13])=[CH:11][C:10]([C:14]([N:16]([CH2:21][CH2:22][CH2:23][CH3:24])[CH2:17][CH2:18][CH2:19][CH3:20])=[O:15])=[N:9]2)=[C:4]([C:25]([N:27]2[C@H:36]([CH2:37][O:38][Si:39]([C:42]([CH3:45])([CH3:44])[CH3:43])([CH3:41])[CH3:40])[CH2:35][C:34]3[C:29](=[CH:30][CH:31]=[CH:32][CH:33]=3)[CH2:28]2)=[O:26])[CH:3]=1.CCN(CC)CC.[C:53]1([S:59](Cl)(=[O:61])=[O:60])[CH:58]=[CH:57][CH:56]=[CH:55][CH:54]=1. Given the product [CH2:17]([N:16]([CH2:21][CH2:22][CH2:23][CH3:24])[C:14]([C:10]1[CH:11]=[C:12]([CH3:13])[N:8]([C:5]2[CH:6]=[CH:7][C:2]([NH:1][S:59]([C:53]3[CH:58]=[CH:57][CH:56]=[CH:55][CH:54]=3)(=[O:61])=[O:60])=[CH:3][C:4]=2[C:25]([N:27]2[C@H:36]([CH2:37][O:38][Si:39]([C:42]([CH3:43])([CH3:45])[CH3:44])([CH3:41])[CH3:40])[CH2:35][C:34]3[C:29](=[CH:30][CH:31]=[CH:32][CH:33]=3)[CH2:28]2)=[O:26])[N:9]=1)=[O:15])[CH2:18][CH2:19][CH3:20], predict the reactants needed to synthesize it. (3) Given the product [CH3:24][O:23][CH2:22][CH2:21][C:6]([C:5]1[CH:4]=[CH:3][CH:14]=[CH:13][CH:12]=1)=[O:7], predict the reactants needed to synthesize it. The reactants are: CO[C:3]1[CH:4]=[C:5]([CH:12]=[CH:13][CH:14]=1)[C:6](N(OC)C)=[O:7].C([Mg]Br)C.Cl.C1[CH2:24][O:23][CH2:22][CH2:21]1. (4) Given the product [C:26]([O:29][CH2:30][C:31]1[C:32]([N:40]2[CH2:51][CH2:50][N:49]3[C:42](=[CH:43][C:44]4[CH2:45][C:46]([CH3:53])([CH3:52])[CH2:47][C:48]=43)[C:41]2=[O:54])=[N:33][CH:34]=[CH:35][C:36]=1[C:13]1[CH:14]=[C:9]([NH:8][C:4]2[CH:5]=[C:6]([CH3:7])[NH:2][N:3]=2)[C:10](=[O:25])[N:11]([CH3:24])[CH:12]=1)(=[O:28])[CH3:27], predict the reactants needed to synthesize it. The reactants are: C[N:2]1[C:6]([CH3:7])=[CH:5][C:4]([NH:8][C:9]2[C:10](=[O:25])[N:11]([CH3:24])[CH:12]=[C:13](B3OC(C)(C)C(C)(C)O3)[CH:14]=2)=[N:3]1.[C:26]([O:29][CH2:30][C:31]1[C:32]([N:40]2[CH2:51][CH2:50][N:49]3[C:42](=[CH:43][C:44]4[CH2:45][C:46]([CH3:53])([CH3:52])[CH2:47][C:48]=43)[C:41]2=[O:54])=[N:33][CH:34]=[CH:35][C:36]=1B(O)O)(=[O:28])[CH3:27].[O-]P([O-])([O-])=O.[K+].[K+].[K+].C([O-])(=O)C.[Na+].